From a dataset of Reaction yield outcomes from USPTO patents with 853,638 reactions. Predict the reaction yield, written as a fraction of the theoretical maximum amount of product (1.0 means a 100% yield; for example, 0.34 means a 34% yield). (1) The reactants are [F:1][C:2]1[CH:7]=[CH:6][C:5]([N:8]2[C:17]3[C:12](=[N:13][CH:14]=[C:15]([CH2:18][C:19]4[CH:24]=[CH:23][C:22]([F:25])=[CH:21][CH:20]=4)[CH:16]=3)[C:11]([OH:26])=[C:10]([C:27](OCC)=[O:28])[C:9]2=[O:32])=[CH:4][CH:3]=1.[CH3:33][O:34][CH2:35][CH2:36][NH2:37]. The catalyst is C(O)C. The product is [F:1][C:2]1[CH:3]=[CH:4][C:5]([N:8]2[C:17]3[C:12](=[N:13][CH:14]=[C:15]([CH2:18][C:19]4[CH:24]=[CH:23][C:22]([F:25])=[CH:21][CH:20]=4)[CH:16]=3)[C:11]([OH:26])=[C:10]([C:27]([NH:37][CH2:36][CH2:35][O:34][CH3:33])=[O:28])[C:9]2=[O:32])=[CH:6][CH:7]=1. The yield is 0.860. (2) The reactants are [F:1][C:2]1[CH:3]=[C:4]([C:9](=[O:30])[C:10](=[C:21]2[NH:25][C:24]3[CH:26]=[CH:27][CH:28]=[CH:29][C:23]=3[NH:22]2)[C:11]([C:13]2[CH:18]=[CH:17][CH:16]=[C:15]([CH2:19][OH:20])[CH:14]=2)=[O:12])[CH:5]=[C:6]([F:8])[CH:7]=1. The catalyst is [O-2].[O-2].[Mn+4].ClCCl. The product is [F:1][C:2]1[CH:3]=[C:4]([C:9](=[O:30])[C:10](=[C:21]2[NH:22][C:23]3[CH:29]=[CH:28][CH:27]=[CH:26][C:24]=3[NH:25]2)[C:11]([C:13]2[CH:14]=[C:15]([CH:16]=[CH:17][CH:18]=2)[CH:19]=[O:20])=[O:12])[CH:5]=[C:6]([F:8])[CH:7]=1. The yield is 0.520. (3) The reactants are C([O:3][C:4]([C:6]1[CH:7]=[N:8][C:9]2[C:14]([C:15]=1[NH:16][CH2:17][C:18]1[CH:23]=[CH:22][C:21]([O:24][CH3:25])=[C:20]([Cl:26])[CH:19]=1)=[CH:13][C:12]([C:27]#[N:28])=[CH:11][CH:10]=2)=[O:5])C.C1COCC1.[OH-].[Na+].Cl. The catalyst is C(O)C.CO. The product is [Cl:26][C:20]1[CH:19]=[C:18]([CH2:17][NH:16][C:15]2[C:14]3[C:9](=[CH:10][CH:11]=[C:12]([C:27]#[N:28])[CH:13]=3)[N:8]=[CH:7][C:6]=2[C:4]([OH:5])=[O:3])[CH:23]=[CH:22][C:21]=1[O:24][CH3:25]. The yield is 1.00. (4) The reactants are [F:1][C:2]1[CH:7]=[CH:6][C:5](I)=[CH:4][C:3]=1[N:9]1[CH:14]=[C:13]([O:15][CH3:16])[C:12](=[O:17])[C:11]([C:18]([N:20]([O:22][CH3:23])[CH3:21])=[O:19])=[N:10]1.[CH3:24][N:25]1[CH:29]=[C:28](B2OC(C)(C)C(C)(C)O2)[CH:27]=[N:26]1.C([O-])([O-])=O.[Na+].[Na+]. The catalyst is COCCOC.O.[Cl-].[Na+].O.C([O-])(O)=O.[Na+].C1C=CC([P]([Pd]([P](C2C=CC=CC=2)(C2C=CC=CC=2)C2C=CC=CC=2)([P](C2C=CC=CC=2)(C2C=CC=CC=2)C2C=CC=CC=2)[P](C2C=CC=CC=2)(C2C=CC=CC=2)C2C=CC=CC=2)(C2C=CC=CC=2)C2C=CC=CC=2)=CC=1. The product is [F:1][C:2]1[CH:7]=[CH:6][C:5]([C:28]2[CH:27]=[N:26][N:25]([CH3:24])[CH:29]=2)=[CH:4][C:3]=1[N:9]1[CH:14]=[C:13]([O:15][CH3:16])[C:12](=[O:17])[C:11]([C:18]([N:20]([O:22][CH3:23])[CH3:21])=[O:19])=[N:10]1. The yield is 0.600. (5) The reactants are Br[C:2]1[CH:11]=[C:10]2[C:5]([CH:6]=[C:7]([NH:12][C:13]([CH:15]3[CH2:17][CH2:16]3)=[O:14])[N:8]=[CH:9]2)=[CH:4][CH:3]=1.[NH2:18][C:19]1[CH:24]=[CH:23][CH:22]=[CH:21][CH:20]=1.CC(C1C=C(C(C)C)C(C2C=CC=CC=2P(C2CCCCC2)C2CCCCC2)=C(C(C)C)C=1)C.C(=O)([O-])[O-].[Cs+].[Cs+]. The catalyst is COCCOC.C([O-])(=O)C.[Pd+2].C([O-])(=O)C. The product is [C:19]1([NH:18][C:2]2[CH:11]=[C:10]3[C:5]([CH:6]=[C:7]([NH:12][C:13]([CH:15]4[CH2:17][CH2:16]4)=[O:14])[N:8]=[CH:9]3)=[CH:4][CH:3]=2)[CH:24]=[CH:23][CH:22]=[CH:21][CH:20]=1. The yield is 0.445. (6) The product is [CH3:16][CH:17]1[CH2:18][CH2:19][N:20]2[C:9](=[O:11])[CH:8]=[C:7]([C:4]3[CH:3]=[CH:2][N:1]=[CH:6][CH:5]=3)[N:23]=[C:21]2[NH:22]1. The reactants are [N:1]1[CH:6]=[CH:5][C:4]([C:7](=O)[CH2:8][C:9]([O:11]CC)=O)=[CH:3][CH:2]=1.Cl.[CH3:16][CH:17]1[NH:22][C:21]([NH2:23])=[N:20][CH2:19][CH2:18]1.C(=O)([O-])[O-].[K+].[K+].O. The catalyst is C(O)C. The yield is 0.510. (7) The reactants are [CH2:1]([C:8]1[C:9](=[O:18])[NH:10][C:11]([O:15][CH2:16][CH3:17])=[N:12][C:13]=1[CH3:14])[C:2]1[CH:7]=[CH:6][CH:5]=[CH:4][CH:3]=1.Br[CH2:20][C:21]1[CH:26]=[CH:25][C:24]([C:27]2[CH:32]=[CH:31][CH:30]=[CH:29][C:28]=2[C:33]2[N:37]=[C:36](C(Cl)(Cl)Cl)[O:35][N:34]=2)=[CH:23][CH:22]=1.C(=O)([O-])[O-:43].[Cs+].[Cs+]. The catalyst is CN(C)C=O.C(OCC)(=O)C. The product is [CH2:1]([C:8]1[C:9](=[O:18])[N:10]([CH2:20][C:21]2[CH:26]=[CH:25][C:24]([C:27]3[CH:32]=[CH:31][CH:30]=[CH:29][C:28]=3[C:33]3[NH:37][C:36](=[O:43])[O:35][N:34]=3)=[CH:23][CH:22]=2)[C:11]([O:15][CH2:16][CH3:17])=[N:12][C:13]=1[CH3:14])[C:2]1[CH:3]=[CH:4][CH:5]=[CH:6][CH:7]=1. The yield is 0.200.